From a dataset of Reaction yield outcomes from USPTO patents with 853,638 reactions. Predict the reaction yield, written as a fraction of the theoretical maximum amount of product (1.0 means a 100% yield; for example, 0.34 means a 34% yield). (1) The reactants are C(OC([NH:8][CH2:9][C:10]([O:12][CH2:13][CH:14]([C:16]1[CH:17]=[N:18][C:19]([C:22]2[NH:23][C:24]([CH:27]([C:35]3[CH:40]=[CH:39][C:38]([S:41]([CH:44]4[CH2:46][CH2:45]4)(=[O:43])=[O:42])=[CH:37][CH:36]=3)[CH2:28][CH:29]3[CH2:34][CH2:33][O:32][CH2:31][CH2:30]3)=[CH:25][CH:26]=2)=[CH:20][CH:21]=1)[OH:15])=[O:11])=O)(C)(C)C.C(OCC)(=O)C.[ClH:53]. The catalyst is C(OCC)(=O)C.C(OCC)C. The product is [ClH:53].[ClH:53].[NH2:8][CH2:9][C:10]([O:12][CH2:13][CH:14]([C:16]1[CH:17]=[N:18][C:19]([C:22]2[NH:23][C:24]([CH:27]([C:35]3[CH:40]=[CH:39][C:38]([S:41]([CH:44]4[CH2:46][CH2:45]4)(=[O:42])=[O:43])=[CH:37][CH:36]=3)[CH2:28][CH:29]3[CH2:30][CH2:31][O:32][CH2:33][CH2:34]3)=[CH:25][CH:26]=2)=[CH:20][CH:21]=1)[OH:15])=[O:11]. The yield is 0.410. (2) The reactants are C(O[CH:4](OCC)[CH2:5][NH:6][CH2:7][C:8]1[CH:13]=[CH:12][CH:11]=[C:10]([O:14][CH2:15][C:16]([F:19])([F:18])[F:17])[C:9]=1[O:20]COC)C.[CH3:27][O:28][C:29]1[CH:30]=[C:31]([CH:34]=[C:35]([O:39][CH3:40])[C:36]=1[O:37][CH3:38])[CH:32]=O.[ClH:41]. The catalyst is CCO.CO. The product is [ClH:41].[F:19][C:16]([F:17])([F:18])[CH2:15][O:14][C:10]1[C:9]([OH:20])=[C:8]2[C:13]([C:4]([CH2:32][C:31]3[CH:34]=[C:35]([O:39][CH3:40])[C:36]([O:37][CH3:38])=[C:29]([O:28][CH3:27])[CH:30]=3)=[CH:5][N:6]=[CH:7]2)=[CH:12][CH:11]=1. The yield is 0.290. (3) The reactants are C(NC(C)C)(C)C.[Li+].CCC[CH2-].[N:13]1([C:24]([O:26][C:27]([CH3:30])([CH3:29])[CH3:28])=[O:25])[CH2:18][CH2:17][CH2:16][CH:15]([C:19]([O:21][CH2:22][CH3:23])=[O:20])[CH2:14]1.[I:31][CH2:32]I. The product is [I:31][CH2:32][C:15]1([C:19]([O:21][CH2:22][CH3:23])=[O:20])[CH2:16][CH2:17][CH2:18][N:13]([C:24]([O:26][C:27]([CH3:29])([CH3:28])[CH3:30])=[O:25])[CH2:14]1. The catalyst is C1COCC1. The yield is 0.740. (4) The reactants are [O:1]=[C:2]1[N:10]([CH2:11][CH2:12][CH3:13])[C:9]2[N:8]=[C:7]([C:14]34[CH2:21][CH2:20][C:17]([CH:22]=[CH:23][C:24]([OH:26])=[O:25])([CH2:18][CH2:19]3)[CH2:16][CH2:15]4)[NH:6][C:5]=2[C:4](=[O:27])[N:3]1[CH2:28][CH2:29][CH3:30]. The catalyst is CO.[Pd]. The product is [O:1]=[C:2]1[N:10]([CH2:11][CH2:12][CH3:13])[C:9]2[N:8]=[C:7]([C:14]34[CH2:21][CH2:20][C:17]([CH2:22][CH2:23][C:24]([OH:26])=[O:25])([CH2:18][CH2:19]3)[CH2:16][CH2:15]4)[NH:6][C:5]=2[C:4](=[O:27])[N:3]1[CH2:28][CH2:29][CH3:30]. The yield is 0.740. (5) The reactants are [O:1]1[C:6]2[CH:7]=[CH:8][C:9]([CH2:11][NH:12][C:13]3[CH:14]=[C:15]([CH:18]=[CH:19][C:20]=3[F:21])[C:16]#[N:17])=[CH:10][C:5]=2[O:4][CH2:3][CH2:2]1.NC1C(F)=CC([F:31])=C(C=1)C#N.O1C2C=CC(C=O)=CC=2OCC1. No catalyst specified. The product is [O:1]1[C:6]2[CH:7]=[CH:8][C:9]([CH2:11][NH:12][C:13]3[C:20]([F:21])=[CH:19][C:18]([F:31])=[C:15]([CH:14]=3)[C:16]#[N:17])=[CH:10][C:5]=2[O:4][CH2:3][CH2:2]1. The yield is 0.860.